This data is from Full USPTO retrosynthesis dataset with 1.9M reactions from patents (1976-2016). The task is: Predict the reactants needed to synthesize the given product. (1) Given the product [Cl:32][C:28]1[CH:29]=[CH:30][CH:31]=[C:26]([Cl:25])[C:27]=1[C:33]1[C:37]([CH2:38][O:39][C:40]2[CH:41]=[CH:42][C:43]([C:6]3[CH:5]=[C:4]4[C:9]([C:10]([C:12]([O:14][CH2:15][CH3:16])=[O:13])=[CH:11][C:2](=[O:1])[O:3]4)=[CH:8][CH:7]=3)=[CH:44][CH:45]=2)=[C:36]([CH:55]([CH3:57])[CH3:56])[O:35][N:34]=1, predict the reactants needed to synthesize it. The reactants are: [O:1]=[C:2]1[CH:11]=[C:10]([C:12]([O:14][CH2:15][CH3:16])=[O:13])[C:9]2[C:4](=[CH:5][C:6](OS(C(F)(F)F)(=O)=O)=[CH:7][CH:8]=2)[O:3]1.[Cl:25][C:26]1[CH:31]=[CH:30][CH:29]=[C:28]([Cl:32])[C:27]=1[C:33]1[C:37]([CH2:38][O:39][C:40]2[CH:45]=[CH:44][C:43](B3OC(C)(C)C(C)(C)O3)=[CH:42][CH:41]=2)=[C:36]([CH:55]([CH3:57])[CH3:56])[O:35][N:34]=1.P([O-])([O-])([O-])=O.[K+].[K+].[K+].C(OCC)(=O)C. (2) The reactants are: [O:1]([C:8]1[CH:13]=[CH:12][C:11]([CH2:14][C:15]([OH:17])=O)=[CH:10][CH:9]=1)[C:2]1[CH:7]=[CH:6][CH:5]=[CH:4][CH:3]=1.Cl.CN(C)CCCN=C=NCC.[C:30]1([CH3:45])[CH:35]=[CH:34][CH:33]=[CH:32][C:31]=1[CH:36]([N:38]1[CH2:43][CH:42]2[CH2:44][CH:39]1[CH2:40][NH:41]2)[CH3:37]. Given the product [O:1]([C:8]1[CH:9]=[CH:10][C:11]([CH2:14][C:15]([N:41]2[CH2:40][CH:39]3[CH2:44][CH:42]2[CH2:43][N:38]3[CH:36]([C:31]2[CH:32]=[CH:33][CH:34]=[CH:35][C:30]=2[CH3:45])[CH3:37])=[O:17])=[CH:12][CH:13]=1)[C:2]1[CH:3]=[CH:4][CH:5]=[CH:6][CH:7]=1, predict the reactants needed to synthesize it.